From a dataset of Catalyst prediction with 721,799 reactions and 888 catalyst types from USPTO. Predict which catalyst facilitates the given reaction. (1) Reactant: [CH3:1][C@@:2]12[C@H:12]3[CH2:13][CH2:14][C@:15]4([CH3:21])[C@@H:19]([OH:20])[CH2:18][CH2:17][C@H:16]4[C@@H:11]3[CH2:10][CH2:9][C@H:8]1[CH2:7][C:5](=[O:6])[CH2:4][CH2:3]2.[B-](F)(F)(F)[F:23].[B-](F)(F)(F)F.C1[N+]2(CCl)CC[N+](F)(CC2)C1. Product: [F:23][C@@H:7]1[C:5](=[O:6])[CH2:4][CH2:3][C@@:2]2([CH3:1])[CH:8]1[CH2:9][CH2:10][C@@H:11]1[C@@H:12]2[CH2:13][CH2:14][C@@:15]2([CH3:21])[C@H:16]1[CH2:17][CH2:18][C@@H:19]2[OH:20]. The catalyst class is: 41. (2) Reactant: [CH2:1]([CH:8]1[CH:17](O)[C:16]2[C:11](=[CH:12][CH:13]=[CH:14][CH:15]=2)[O:10][CH2:9]1)[C:2]1[CH:7]=[CH:6][CH:5]=[CH:4][CH:3]=1.C1(C)C=CC=CC=1.C1(P([N:40]=[N+:41]=[N-:42])(C2C=CC=CC=2)=O)C=CC=CC=1.N12CCCN=C1CCCCC2. Product: [N:40]([CH:17]1[C:16]2[C:11](=[CH:12][CH:13]=[CH:14][CH:15]=2)[O:10][CH2:9][CH:8]1[CH2:1][C:2]1[CH:7]=[CH:6][CH:5]=[CH:4][CH:3]=1)=[N+:41]=[N-:42]. The catalyst class is: 90.